From a dataset of Catalyst prediction with 721,799 reactions and 888 catalyst types from USPTO. Predict which catalyst facilitates the given reaction. (1) Reactant: [C:1]([O:5][C:6]([NH:8][C@H:9]1[CH2:14][N:13]([C:15]([O:17][CH2:18][C:19]2[CH:24]=[CH:23][CH:22]=[CH:21][CH:20]=2)=[O:16])[CH2:12][C@@H:11]([C:25](OC)=[O:26])[CH2:10]1)=[O:7])([CH3:4])([CH3:3])[CH3:2].[Li+].[Cl-].[BH4-].[Na+].C(O)(=O)CC(CC(O)=O)(C(O)=O)O. Product: [C:1]([O:5][C:6]([NH:8][C@H:9]1[CH2:10][C@@H:11]([CH2:25][OH:26])[CH2:12][N:13]([C:15]([O:17][CH2:18][C:19]2[CH:20]=[CH:21][CH:22]=[CH:23][CH:24]=2)=[O:16])[CH2:14]1)=[O:7])([CH3:4])([CH3:2])[CH3:3]. The catalyst class is: 1. (2) Reactant: [CH2:1]([O:8][C:9]([N:11]1[CH2:16][CH2:15][CH:14]([CH2:17][CH:18]=[CH2:19])[CH:13](O)[CH2:12]1)=[O:10])[C:2]1[CH:7]=[CH:6][CH:5]=[CH:4][CH:3]=1.C1(P(C2C=CC=CC=2)C2C=CC=CC=2)C=CC=CC=1.N(C(OCC)=O)=NC(OCC)=O.C1C=CC(P([N:66]=[N+:67]=[N-:68])(C2C=CC=CC=2)=O)=CC=1. Product: [CH2:1]([O:8][C:9]([N:11]1[CH2:16][CH2:15][CH:14]([CH2:17][CH:18]=[CH2:19])[CH:13]([N:66]=[N+:67]=[N-:68])[CH2:12]1)=[O:10])[C:2]1[CH:7]=[CH:6][CH:5]=[CH:4][CH:3]=1. The catalyst class is: 11.